Dataset: Full USPTO retrosynthesis dataset with 1.9M reactions from patents (1976-2016). Task: Predict the reactants needed to synthesize the given product. Given the product [CH3:25][O:26][C:27]1[CH:28]=[C:29]([C:30]([C:9]2[CH:10]=[C:11]3[CH:17]=[CH:16][NH:15][C:12]3=[N:13][CH:14]=2)=[O:31])[CH:33]=[CH:34][C:35]=1[O:36][CH3:37], predict the reactants needed to synthesize it. The reactants are: CC1(C)C(C)(C)OB([C:9]2[CH:10]=[C:11]3[CH:17]=[CH:16][NH:15][C:12]3=[N:13][CH:14]=2)O1.C(=O)([O-])[O-].[Cs+].[Cs+].[CH3:25][O:26][C:27]1[CH:28]=[C:29]([CH:33]=[CH:34][C:35]=1[O:36][CH3:37])[C:30](Cl)=[O:31].